Task: Predict the reactants needed to synthesize the given product.. Dataset: Full USPTO retrosynthesis dataset with 1.9M reactions from patents (1976-2016) Given the product [CH3:18][O:19][C:20](=[O:31])[C:21]([C:24]1[CH:25]=[CH:26][C:27]([C:2]#[C:1][C:3]2[CH:4]=[C:5]3[C:10](=[C:11]([OH:13])[CH:12]=2)[O:9][C:8]([CH3:15])([CH3:14])[CH2:7][C:6]3([CH3:17])[CH3:16])=[CH:28][CH:29]=1)([CH3:23])[CH3:22], predict the reactants needed to synthesize it. The reactants are: [C:1]([C:3]1[CH:4]=[C:5]2[C:10](=[C:11]([OH:13])[CH:12]=1)[O:9][C:8]([CH3:15])([CH3:14])[CH2:7][C:6]2([CH3:17])[CH3:16])#[CH:2].[CH3:18][O:19][C:20](=[O:31])[C:21]([C:24]1[CH:29]=[CH:28][C:27](I)=[CH:26][CH:25]=1)([CH3:23])[CH3:22].C(N(CC)CC)C.C(OCC)(=O)C.